Dataset: Full USPTO retrosynthesis dataset with 1.9M reactions from patents (1976-2016). Task: Predict the reactants needed to synthesize the given product. (1) Given the product [CH3:36][S:35][C:32]1[CH:33]=[CH:34][C:29]([O:28][C:8]2[CH:9]=[C:10]([N:11]([CH2:20][O:21][CH2:22][CH2:23][Si:24]([CH3:27])([CH3:26])[CH3:25])[CH2:12][O:13][CH2:14][CH2:15][Si:16]([CH3:19])([CH3:18])[CH3:17])[N:5]3[N:4]=[CH:3][C:2]([C:9]4[CH:10]=[N:5][C:6]5[C:49]([CH:50]=4)=[CH:56][CH:54]=[CH:3][CH:2]=5)=[C:6]3[N:7]=2)=[CH:30][CH:31]=1, predict the reactants needed to synthesize it. The reactants are: I[C:2]1[CH:3]=[N:4][N:5]2[C:10]([N:11]([CH2:20][O:21][CH2:22][CH2:23][Si:24]([CH3:27])([CH3:26])[CH3:25])[CH2:12][O:13][CH2:14][CH2:15][Si:16]([CH3:19])([CH3:18])[CH3:17])=[CH:9][C:8]([O:28][C:29]3[CH:34]=[CH:33][C:32]([S:35][CH3:36])=[CH:31][CH:30]=3)=[N:7][C:6]=12.[O-]P([O-])([O-])=O.[K+].[K+].[K+].O1[CH2:50][CH2:49]OCC1.CCO[C:54]([CH3:56])=O. (2) Given the product [C:24]([C:25]1[S:20][C:19]([S:21][CH3:13])=[C:9]([C:10]#[N:11])[C:8]=1[C:5]1[CH:6]=[CH:7][C:2]([Cl:1])=[CH:3][CH:4]=1)(=[O:26])[CH3:23], predict the reactants needed to synthesize it. The reactants are: [Cl:1][C:2]1[CH:7]=[CH:6][C:5]([C:8](=O)[CH2:9][C:10]#[N:11])=[CH:4][CH:3]=1.[C:13]([O-])([O-])=O.[K+].[K+].[C:19](=[S:21])=[S:20].Cl[CH2:23][C:24](=[O:26])[CH3:25].CI. (3) The reactants are: [F:1][C:2]1[CH:7]=[CH:6][C:5]([C:8](=O)[CH2:9][C:10]([C:12]2[CH:17]=[CH:16][CH:15]=[CH:14][CH:13]=2)=O)=[CH:4][C:3]=1[CH3:19].[NH2:20][NH2:21]. Given the product [F:1][C:2]1[CH:7]=[CH:6][C:5]([C:8]2[CH:9]=[C:10]([C:12]3[CH:17]=[CH:16][CH:15]=[CH:14][CH:13]=3)[NH:21][N:20]=2)=[CH:4][C:3]=1[CH3:19], predict the reactants needed to synthesize it. (4) Given the product [Br:1][C:2]1[CH:3]=[CH:4][C:5]([F:27])=[C:6]([C:8]23[CH2:9][O:10][CH2:11][CH:12]2[CH2:13][S:17][C:16]([NH:18][C:19](=[O:26])[C:20]2[CH:25]=[CH:24][CH:23]=[CH:22][CH:21]=2)=[N:15]3)[CH:7]=1, predict the reactants needed to synthesize it. The reactants are: [Br:1][C:2]1[CH:3]=[CH:4][C:5]([F:27])=[C:6]([C:8]2([NH:15][C:16]([NH:18][C:19](=[O:26])[C:20]3[CH:25]=[CH:24][CH:23]=[CH:22][CH:21]=3)=[S:17])[CH:12]([CH2:13]O)[CH2:11][O:10][CH2:9]2)[CH:7]=1.C1(P(C2C=CC=CC=2)C2C=CC=CC=2)C=CC=CC=1.N(C(OC(C)(C)C)=O)=NC(OC(C)(C)C)=O. (5) The reactants are: [NH3:1].CO.[CH:4]1([CH2:7][O:8][C:9]2[CH:17]=[C:16]3[C:12]([CH:13]=[C:14]([CH:18]=O)[NH:15]3)=[CH:11][CH:10]=2)[CH2:6][CH2:5]1. Given the product [CH:4]1([CH2:7][O:8][C:9]2[CH:17]=[C:16]3[C:12]([CH:13]=[C:14]([CH2:18][NH2:1])[NH:15]3)=[CH:11][CH:10]=2)[CH2:6][CH2:5]1, predict the reactants needed to synthesize it. (6) Given the product [CH3:11][O:12][CH:13]([O:16][CH3:17])[CH2:14][NH:9][C:2]1[C:3]([CH3:8])=[CH:4][C:5]([CH3:7])=[CH:6][C:1]=1[CH3:10].[CH3:11][O:12][CH:13]([O:16][CH3:17])[CH:14]=[N:9][C:2]1[C:3]([CH3:8])=[CH:4][C:5]([CH3:7])=[CH:6][C:1]=1[CH3:10], predict the reactants needed to synthesize it. The reactants are: [C:1]1([CH3:10])[CH:6]=[C:5]([CH3:7])[CH:4]=[C:3]([CH3:8])[C:2]=1[NH2:9].[CH3:11][O:12][CH:13]([O:16][CH3:17])[CH:14]=O.[O-]S([O-])(=O)=O.[Mg+2]. (7) Given the product [CH:1]([N:4]1[CH2:9][CH2:8][CH:7]([N:10]([CH2:27][C:28]2[S:29][CH:30]=[CH:31][N:32]=2)[S:11]([CH2:14][CH2:15][NH2:16])(=[O:12])=[O:13])[CH2:6][CH2:5]1)([CH3:3])[CH3:2], predict the reactants needed to synthesize it. The reactants are: [CH:1]([N:4]1[CH2:9][CH2:8][CH:7]([N:10]([CH2:27][C:28]2[S:29][CH:30]=[CH:31][N:32]=2)[S:11]([CH2:14][CH2:15][N:16]2C(=O)C3C(=CC=CC=3)C2=O)(=[O:13])=[O:12])[CH2:6][CH2:5]1)([CH3:3])[CH3:2].NN.